Predict the product of the given reaction. From a dataset of Forward reaction prediction with 1.9M reactions from USPTO patents (1976-2016). (1) Given the reactants [Cl-].[Al+3].[Cl-].[Cl-].[Br:5][C:6]([F:11])([F:10])[C:7](Cl)=[O:8].[Cl:12][C:13]1[CH:18]=[CH:17][C:16]([N:19]2[C:23]([CH3:24])=[CH:22][C:21](C(=O)C(F)F)=[C:20]2[CH3:30])=[CH:15][CH:14]=1.C(Cl)(=O)C.N1C=CC=C1, predict the reaction product. The product is: [Br:5][C:6]([F:11])([F:10])[C:7]([C:22]1[CH:21]=[C:20]([CH3:30])[N:19]([C:16]2[CH:17]=[CH:18][C:13]([Cl:12])=[CH:14][CH:15]=2)[C:23]=1[CH3:24])=[O:8]. (2) Given the reactants [O:1]1[CH:5]=[CH:4][CH:3]=[C:2]1[C:6]1[N:10]([CH3:11])[C:9](=O)[CH2:8][N:7]=1.COC1C=CC(P2(SP(C3C=CC(OC)=CC=3)(=S)S2)=[S:22])=CC=1.CCN(C(C)C)C(C)C.Cl[CH2:45][C:46]1[N:50]=[C:49]([C:51]2[CH:56]=[CH:55][CH:54]=[C:53]([Cl:57])[CH:52]=2)[O:48][N:47]=1, predict the reaction product. The product is: [Cl:57][C:53]1[CH:52]=[C:51]([C:49]2[O:48][N:47]=[C:46]([CH2:45][S:22][C:9]3[N:10]([CH3:11])[C:6]([C:2]4[O:1][CH:5]=[CH:4][CH:3]=4)=[N:7][CH:8]=3)[N:50]=2)[CH:56]=[CH:55][CH:54]=1. (3) Given the reactants C(OC(=O)[NH:7][C:8]1[CH:13]=[C:12]([C:14]#[N:15])[CH:11]=[C:10]([N:16]2[CH2:25][CH2:24][N:23]3[C@H:18]([CH2:19][O:20][C:21]([CH3:27])([CH3:26])[CH2:22]3)[CH2:17]2)[C:9]=1[Cl:28])(C)(C)C.N1C(C)=CC=CC=1C.FC(F)(F)S(O[Si](C)(C)C)(=O)=O, predict the reaction product. The product is: [NH2:7][C:8]1[CH:13]=[C:12]([CH:11]=[C:10]([N:16]2[CH2:25][CH2:24][N:23]3[C@H:18]([CH2:19][O:20][C:21]([CH3:27])([CH3:26])[CH2:22]3)[CH2:17]2)[C:9]=1[Cl:28])[C:14]#[N:15]. (4) Given the reactants [CH3:1][S:2][CH2:3][CH2:4][C:5]([OH:7])=O.ON1C2C=CC=CC=2N=N1.C(N(C(C)C)CC)(C)C.[C:27]([C:31]1[N:36]=[CH:35][C:34]([C:37]2[N:38]([C:58]([N:60]3[CH2:65][CH2:64][NH:63][CH2:62][CH2:61]3)=[O:59])[C@@:39]([C:51]3[CH:56]=[CH:55][C:54]([Cl:57])=[CH:53][CH:52]=3)([CH3:50])[C@@:40]([C:43]3[CH:48]=[CH:47][C:46]([Cl:49])=[CH:45][CH:44]=3)([CH3:42])[N:41]=2)=[C:33]([O:66][CH2:67][CH3:68])[CH:32]=1)([CH3:30])([CH3:29])[CH3:28], predict the reaction product. The product is: [C:27]([C:31]1[N:36]=[CH:35][C:34]([C:37]2[N:38]([C:58]([N:60]3[CH2:65][CH2:64][N:63]([C:5](=[O:7])[CH2:4][CH2:3][S:2][CH3:1])[CH2:62][CH2:61]3)=[O:59])[C@@:39]([C:51]3[CH:56]=[CH:55][C:54]([Cl:57])=[CH:53][CH:52]=3)([CH3:50])[C@@:40]([C:43]3[CH:44]=[CH:45][C:46]([Cl:49])=[CH:47][CH:48]=3)([CH3:42])[N:41]=2)=[C:33]([O:66][CH2:67][CH3:68])[CH:32]=1)([CH3:28])([CH3:29])[CH3:30]. (5) Given the reactants [H-].[Na+].[F:3][C:4]1[CH:9]=[CH:8][C:7]([NH:10][C:11](=[O:13])[CH3:12])=[CH:6][C:5]=1[N+:14]([O-:16])=[O:15].[CH3:17]I, predict the reaction product. The product is: [F:3][C:4]1[CH:9]=[CH:8][C:7]([N:10]([CH3:17])[C:11](=[O:13])[CH3:12])=[CH:6][C:5]=1[N+:14]([O-:16])=[O:15].